This data is from Reaction yield outcomes from USPTO patents with 853,638 reactions. The task is: Predict the reaction yield, written as a fraction of the theoretical maximum amount of product (1.0 means a 100% yield; for example, 0.34 means a 34% yield). (1) The reactants are Cl[C:2]1[N:7]=[C:6]([NH:8][C:9]([C:11]2([C:14]3[CH:24]=[CH:23][C:17]4[O:18][C:19]([F:22])([F:21])[O:20][C:16]=4[CH:15]=3)[CH2:13][CH2:12]2)=[O:10])[CH:5]=[CH:4][C:3]=1[CH3:25].[CH3:26][O:27][C:28]1[N:33]=[CH:32][C:31](B(O)O)=[CH:30][CH:29]=1.C(=O)([O-])[O-].[K+].[K+]. The catalyst is COCCOC.C1C=CC([P]([Pd]([P](C2C=CC=CC=2)(C2C=CC=CC=2)C2C=CC=CC=2)([P](C2C=CC=CC=2)(C2C=CC=CC=2)C2C=CC=CC=2)[P](C2C=CC=CC=2)(C2C=CC=CC=2)C2C=CC=CC=2)(C2C=CC=CC=2)C2C=CC=CC=2)=CC=1. The product is [F:21][C:19]1([F:22])[O:18][C:17]2[CH:23]=[CH:24][C:14]([C:11]3([C:9]([NH:8][C:6]4[N:7]=[C:2]([C:31]5[CH:32]=[N:33][C:28]([O:27][CH3:26])=[CH:29][CH:30]=5)[C:3]([CH3:25])=[CH:4][CH:5]=4)=[O:10])[CH2:13][CH2:12]3)=[CH:15][C:16]=2[O:20]1. The yield is 0.610. (2) The reactants are [Cl:1][C:2]1[CH:7]=[CH:6][C:5]([C:8]2([C:12]([N:14]3[CH2:19][CH2:18][CH2:17][CH:16]([CH2:20]OS(C)(=O)=O)[CH2:15]3)=[O:13])[CH2:11][CH2:10][CH2:9]2)=[CH:4][CH:3]=1.[CH:26]([O:29][C:30]1[CH:35]=[CH:34][CH:33]=[CH:32][C:31]=1[N:36]1[CH2:41][CH2:40][NH:39][CH2:38][CH2:37]1)([CH3:28])[CH3:27].C(=O)([O-])[O-].[Cs+].[Cs+]. No catalyst specified. The product is [Cl:1][C:2]1[CH:7]=[CH:6][C:5]([C:8]2([C:12]([N:14]3[CH2:19][CH2:18][CH2:17][CH:16]([CH2:20][N:39]4[CH2:40][CH2:41][N:36]([C:31]5[CH:32]=[CH:33][CH:34]=[CH:35][C:30]=5[O:29][CH:26]([CH3:28])[CH3:27])[CH2:37][CH2:38]4)[CH2:15]3)=[O:13])[CH2:11][CH2:10][CH2:9]2)=[CH:4][CH:3]=1. The yield is 0.370. (3) The reactants are Br[C:2]1[C:11]2[C:6](=[CH:7][CH:8]=[CH:9][CH:10]=2)[CH:5]=[CH:4][C:3]=1[CH:12]=[O:13].C(=O)([O-])[O-].[Na+].[Na+].[C:20]1(B(O)O)[CH:25]=[CH:24][CH:23]=[CH:22][CH:21]=1. The catalyst is CN(C)C=O.O.C([O-])(=O)C.[Pd+2].C([O-])(=O)C. The product is [C:20]1([C:2]2[C:11]3[C:6](=[CH:7][CH:8]=[CH:9][CH:10]=3)[CH:5]=[CH:4][C:3]=2[CH:12]=[O:13])[CH:25]=[CH:24][CH:23]=[CH:22][CH:21]=1. The yield is 0.840.